The task is: Predict the product of the given reaction.. This data is from Forward reaction prediction with 1.9M reactions from USPTO patents (1976-2016). Given the reactants [CH3:1][O:2][C:3](=[O:32])[NH:4][C@H:5]([C:9]([N:11]1[C@H:19]([C:20]2[NH:21][CH:22]=[C:23]([C:25]3[CH:30]=[CH:29][C:28](Br)=[CH:27][CH:26]=3)[N:24]=2)[CH2:18][C:13]2([O:17][CH2:16][CH2:15][O:14]2)[CH2:12]1)=[O:10])[CH:6]([CH3:8])[CH3:7].[C:33]([O:37][C:38](=[O:60])[NH:39][C:40]1[CH:45]=[CH:44][C:43](B2OC(C)(C)C(C)(C)O2)=[C:42]([O:55][C:56]([F:59])([F:58])[F:57])[CH:41]=1)([CH3:36])([CH3:35])[CH3:34].C(=O)([O-])[O-].[Na+].[Na+].C(OCC)(=O)C, predict the reaction product. The product is: [C:33]([O:37][C:38](=[O:60])[NH:39][C:40]1[CH:45]=[CH:44][C:43]([C:28]2[CH:29]=[CH:30][C:25]([C:23]3[N:24]=[C:20]([C@@H:19]4[CH2:18][C:13]5([O:17][CH2:16][CH2:15][O:14]5)[CH2:12][N:11]4[C:9](=[O:10])[C@@H:5]([NH:4][C:3]([O:2][CH3:1])=[O:32])[CH:6]([CH3:8])[CH3:7])[NH:21][CH:22]=3)=[CH:26][CH:27]=2)=[C:42]([O:55][C:56]([F:58])([F:59])[F:57])[CH:41]=1)([CH3:36])([CH3:34])[CH3:35].